This data is from Reaction yield outcomes from USPTO patents with 853,638 reactions. The task is: Predict the reaction yield, written as a fraction of the theoretical maximum amount of product (1.0 means a 100% yield; for example, 0.34 means a 34% yield). (1) The reactants are [C:1]([N:4]1[CH2:9][CH2:8][CH:7]([N:10]([C:27]([O:29][C:30]([CH3:33])([CH3:32])[CH3:31])=[O:28])[N:11](C(=O)C2C=CC=CC=2)[C:12]([O:14][C:15]([CH3:18])([CH3:17])[CH3:16])=[O:13])[CH2:6][CH2:5]1)(=[O:3])[CH3:2].O.[OH-].[Li+]. The catalyst is O1CCCC1.O. The product is [C:1]([N:4]1[CH2:5][CH2:6][CH:7]([N:10]([C:27]([O:29][C:30]([CH3:33])([CH3:32])[CH3:31])=[O:28])[NH:11][C:12]([O:14][C:15]([CH3:16])([CH3:17])[CH3:18])=[O:13])[CH2:8][CH2:9]1)(=[O:3])[CH3:2]. The yield is 0.840. (2) The reactants are Br[C:2]1[CH:7]=[CH:6][C:5]([C:8]([CH:10]2[CH2:16][CH:15]3[N:17]([C:18]4[N:23]=[CH:22][CH:21]=[CH:20][N:19]=4)[CH:12]([CH2:13][CH2:14]3)[CH2:11]2)=[O:9])=[CH:4][CH:3]=1.[F:24][C:25]1[CH:30]=[C:29]([F:31])[CH:28]=[CH:27][C:26]=1B(O)O.ClCCl.[O-]P([O-])([O-])=O.[K+].[K+].[K+]. The catalyst is C(OCC)(=O)C.[OH-].[Na+].C1C=CC(P(C2C=CC=CC=2)[C-]2C=CC=C2)=CC=1.C1C=CC(P(C2C=CC=CC=2)[C-]2C=CC=C2)=CC=1.Cl[Pd]Cl.[Fe+2].O. The product is [F:24][C:25]1[CH:30]=[C:29]([F:31])[CH:28]=[CH:27][C:26]=1[C:2]1[CH:7]=[CH:6][C:5]([C:8]([CH:10]2[CH2:11][CH:12]3[N:17]([C:18]4[N:19]=[CH:20][CH:21]=[CH:22][N:23]=4)[CH:15]([CH2:14][CH2:13]3)[CH2:16]2)=[O:9])=[CH:4][CH:3]=1. The yield is 0.190. (3) The reactants are Cl.[CH3:2][O:3][C:4](=[O:10])[CH:5]([CH:7]([CH3:9])[CH3:8])[NH2:6].C(N(CC)CC)C.[CH2:18]([O:22][C:23]1[CH:28]=[CH:27][C:26]([S:29](Cl)(=[O:31])=[O:30])=[CH:25][CH:24]=1)[CH:19]=[C:20]=[CH2:21]. No catalyst specified. The product is [CH2:18]([O:22][C:23]1[CH:28]=[CH:27][C:26]([S:29]([NH:6][CH:5]([CH:7]([CH3:9])[CH3:8])[C:4]([O:3][CH3:2])=[O:10])(=[O:31])=[O:30])=[CH:25][CH:24]=1)[CH:19]=[C:20]=[CH2:21]. The yield is 0.870. (4) The reactants are [C:1]1([C:7]2[CH:16]=[CH:15][CH:14]=[C:13]3[C:8]=2[C:9]([NH:27][CH2:28][C:29]2[CH:34]=[CH:33][CH:32]=[CH:31][N:30]=2)=[N:10][C:11]([C:17]2[CH:18]=[C:19]([CH:23]([CH3:26])[C:24]#N)[CH:20]=[N:21][CH:22]=2)=[N:12]3)[CH:6]=[CH:5][CH:4]=[CH:3][CH:2]=1.[OH-:35].[Na+].[OH2:37].Cl. The catalyst is C(O)C.O. The product is [C:1]1([C:7]2[CH:16]=[CH:15][CH:14]=[C:13]3[C:8]=2[C:9]([NH:27][CH2:28][C:29]2[CH:34]=[CH:33][CH:32]=[CH:31][N:30]=2)=[N:10][C:11]([C:17]2[CH:18]=[C:19]([CH:23]([CH3:26])[C:24]([OH:37])=[O:35])[CH:20]=[N:21][CH:22]=2)=[N:12]3)[CH:6]=[CH:5][CH:4]=[CH:3][CH:2]=1. The yield is 0.390. (5) The reactants are C1(P(C2C=CC=CC=2)C2C=CC=CC=2)C=CC=CC=1.[I:20]I.N1C=CN=C1.[CH3:27][O:28][C:29](=[O:37])[CH2:30][O:31][CH2:32][C:33]#[C:34][CH2:35]O. The catalyst is C(Cl)Cl. The product is [CH3:27][O:28][C:29](=[O:37])[CH2:30][O:31][CH2:32][C:33]#[C:34][CH2:35][I:20]. The yield is 0.390. (6) The reactants are Br[CH2:2]/[CH:3]=[CH:4]/[C:5]([NH:7][C:8]1[CH:39]=[CH:38][C:11]([C:12]([NH:14][C@H:15]2[CH2:20][CH2:19][CH2:18][C@@H:17]([NH:21][C:22]3[N:27]=[C:26]([C:28]4[C:36]5[C:31](=[CH:32][CH:33]=[CH:34][CH:35]=5)[NH:30][CH:29]=4)[C:25]([Cl:37])=[CH:24][N:23]=3)[CH2:16]2)=[O:13])=[CH:10][CH:9]=1)=[O:6].CCN(C(C)C)C(C)C.[CH3:49][N:50]1[CH2:55][CH2:54][NH:53][CH2:52][CH2:51]1. The catalyst is C1COCC1.CN1C(=O)CCC1. The product is [Cl:37][C:25]1[C:26]([C:28]2[C:36]3[C:31](=[CH:32][CH:33]=[CH:34][CH:35]=3)[NH:30][CH:29]=2)=[N:27][C:22]([NH:21][C@@H:17]2[CH2:18][CH2:19][CH2:20][C@H:15]([NH:14][C:12](=[O:13])[C:11]3[CH:38]=[CH:39][C:8]([NH:7][C:5](=[O:6])/[CH:4]=[CH:3]/[CH2:2][N:53]4[CH2:54][CH2:55][N:50]([CH3:49])[CH2:51][CH2:52]4)=[CH:9][CH:10]=3)[CH2:16]2)=[N:23][CH:24]=1. The yield is 0.530.